This data is from Full USPTO retrosynthesis dataset with 1.9M reactions from patents (1976-2016). The task is: Predict the reactants needed to synthesize the given product. Given the product [F:1][C:2]1[CH:3]=[C:4]([CH:7]=[CH:8][CH:9]=1)[CH2:5][O:39][C:28]1[CH:29]=[C:30]([CH2:33][CH2:34][C:35]([O:37][CH3:38])=[O:36])[CH:31]=[CH:32][C:27]=1[C:23]1[CH:24]=[CH:25][CH:26]=[C:21]([N:19]([CH3:20])[C:18]([NH:17][CH2:10][CH2:11][CH2:12][CH2:13][CH2:14][CH2:15][CH3:16])=[O:40])[CH:22]=1, predict the reactants needed to synthesize it. The reactants are: [F:1][C:2]1[CH:3]=[C:4]([CH:7]=[CH:8][CH:9]=1)[CH2:5]Br.[CH2:10]([NH:17][C:18](=[O:40])[N:19]([C:21]1[CH:22]=[C:23]([C:27]2[CH:32]=[CH:31][C:30]([CH2:33][CH2:34][C:35]([O:37][CH3:38])=[O:36])=[CH:29][C:28]=2[OH:39])[CH:24]=[CH:25][CH:26]=1)[CH3:20])[CH2:11][CH2:12][CH2:13][CH2:14][CH2:15][CH3:16].C(=O)([O-])[O-].[K+].[K+].